From a dataset of Peptide-MHC class II binding affinity with 134,281 pairs from IEDB. Regression. Given a peptide amino acid sequence and an MHC pseudo amino acid sequence, predict their binding affinity value. This is MHC class II binding data. (1) The peptide sequence is IGRIAETILGYNPSA. The MHC is DRB1_0404 with pseudo-sequence DRB1_0404. The binding affinity (normalized) is 0.813. (2) The MHC is DRB4_0101 with pseudo-sequence DRB4_0103. The binding affinity (normalized) is 0.664. The peptide sequence is KALYDLQRSAMVYSS. (3) The peptide sequence is YPWDRIEEVTRMAMT. The MHC is HLA-DQA10201-DQB10402 with pseudo-sequence HLA-DQA10201-DQB10402. The binding affinity (normalized) is 0.385. (4) The peptide sequence is LQLVGIQRAGLAPTG. The MHC is DRB1_0401 with pseudo-sequence DRB1_0401. The binding affinity (normalized) is 0.340.